Dataset: Full USPTO retrosynthesis dataset with 1.9M reactions from patents (1976-2016). Task: Predict the reactants needed to synthesize the given product. Given the product [CH2:15]1[O:16][CH:6]([C:5]2[CH:8]=[C:9]([O:10][CH3:11])[C:2]([Br:1])=[C:3]([O:12][CH3:13])[CH:4]=2)[O:7][CH2:14]1, predict the reactants needed to synthesize it. The reactants are: [Br:1][C:2]1[C:9]([O:10][CH3:11])=[CH:8][C:5]([CH:6]=[O:7])=[CH:4][C:3]=1[O:12][CH3:13].[CH2:14](O)[CH2:15][OH:16].CC1C=CC(S(O)(=O)=O)=CC=1.